The task is: Predict the reaction yield, written as a fraction of the theoretical maximum amount of product (1.0 means a 100% yield; for example, 0.34 means a 34% yield).. This data is from Reaction yield outcomes from USPTO patents with 853,638 reactions. (1) The reactants are [F:1][C:2]([F:13])([F:12])[O:3][C:4]1[CH:5]=[C:6]([CH:9]=[CH:10][CH:11]=1)[CH:7]=O.C1(P(C2C=CC=CC=2)(C2C=CC=CC=2)=[CH:21][C:22]([O:24][CH2:25][CH3:26])=[O:23])C=CC=CC=1. The catalyst is C(Cl)Cl. The product is [F:1][C:2]([F:13])([F:12])[O:3][C:4]1[CH:5]=[C:6]([CH:7]=[CH:21][C:22]([O:24][CH2:25][CH3:26])=[O:23])[CH:9]=[CH:10][CH:11]=1. The yield is 0.880. (2) The reactants are [CH:1]1([C:7]2[C:15]3[C:10](=[CH:11][C:12]([C:16]([O:18][CH3:19])=[O:17])=[CH:13][CH:14]=3)[N:9]([CH3:20])[C:8]=2[C:21]2[CH:26]=[CH:25][CH:24]=[CH:23][C:22]=2[O:27][CH2:28][C:29]([N:31]([CH3:39])[CH2:32][CH2:33][O:34][CH2:35][CH2:36][NH:37][CH3:38])=[O:30])[CH2:6][CH2:5][CH2:4][CH2:3][CH2:2]1.[S:40](N)([NH2:43])(=[O:42])=[O:41]. The catalyst is O1CCOCC1. The product is [CH:1]1([C:7]2[C:15]3[C:10](=[CH:11][C:12]([C:16]([O:18][CH3:19])=[O:17])=[CH:13][CH:14]=3)[N:9]([CH3:20])[C:8]=2[C:21]2[CH:26]=[CH:25][CH:24]=[CH:23][C:22]=2[O:27][CH2:28][C:29]([N:31]([CH3:39])[CH2:32][CH2:33][O:34][CH2:35][CH2:36][N:37]([CH3:38])[S:40](=[O:42])(=[O:41])[NH2:43])=[O:30])[CH2:6][CH2:5][CH2:4][CH2:3][CH2:2]1. The yield is 0.860. (3) The reactants are [NH2:1][CH2:2][CH2:3][CH2:4][O:5][CH2:6][CH2:7][CH2:8][CH2:9][CH2:10][O:11][C:12]1[CH:38]=[CH:37][C:15]([C:16]([NH:18][C@H:19]2[C:22]([CH3:24])([CH3:23])[C@H:21]([O:25][C:26]3[CH:31]=[CH:30][C:29]([C:32]#[N:33])=[C:28]([Cl:34])[CH:27]=3)[C:20]2([CH3:36])[CH3:35])=[O:17])=[CH:14][CH:13]=1.C(N(C(C)C)CC)(C)C.[O:48]=[C:49]1[CH:54]([N:55]2[C:63](=[O:64])[C:62]3[C:57](=[CH:58][CH:59]=[CH:60][C:61]=3F)[C:56]2=[O:66])[CH2:53][CH2:52][C:51](=[O:67])[NH:50]1. The catalyst is O1CCOCC1.CCOC(C)=O. The product is [O:48]=[C:49]1[CH:54]([N:55]2[C:63](=[O:64])[C:62]3[C:57](=[CH:58][CH:59]=[CH:60][C:61]=3[NH:1][CH2:2][CH2:3][CH2:4][O:5][CH2:6][CH2:7][CH2:8][CH2:9][CH2:10][O:11][C:12]3[CH:38]=[CH:37][C:15]([C:16]([NH:18][C@H:19]4[C:20]([CH3:36])([CH3:35])[C@H:21]([O:25][C:26]5[CH:31]=[CH:30][C:29]([C:32]#[N:33])=[C:28]([Cl:34])[CH:27]=5)[C:22]4([CH3:24])[CH3:23])=[O:17])=[CH:14][CH:13]=3)[C:56]2=[O:66])[CH2:53][CH2:52][C:51](=[O:67])[NH:50]1. The yield is 0.280. (4) The reactants are [OH:1][C:2]1[CH:7]=[CH:6][C:5]([CH2:8][CH2:9][OH:10])=[CH:4][CH:3]=1.C([O-])([O-])=O.[K+].[K+].F[C:18]1[CH:23]=[C:22]([C:24]([F:27])([F:26])[F:25])[CH:21]=[CH:20][N:19]=1.O. The catalyst is CS(C)=O. The product is [F:25][C:24]([F:27])([F:26])[C:22]1[CH:21]=[CH:20][N:19]=[C:18]([O:1][C:2]2[CH:7]=[CH:6][C:5]([CH2:8][CH2:9][OH:10])=[CH:4][CH:3]=2)[CH:23]=1. The yield is 0.570. (5) The reactants are [F:1][C:2]1[CH:7]=[CH:6][C:5]([S:8]([N:11]([CH2:15][C:16]([OH:18])=O)[CH:12]([CH3:14])[CH3:13])(=[O:10])=[O:9])=[CH:4][CH:3]=1.Cl.Cl.[F:21][C:22]([F:38])([F:37])[C:23]1[CH:24]=[CH:25][C:26]([N:29]2[CH2:34][CH2:33][O:32][CH:31]([CH2:35][NH2:36])[CH2:30]2)=[N:27][CH:28]=1.CN([P+](ON1N=NC2C=CC=CC1=2)(N(C)C)N(C)C)C.F[P-](F)(F)(F)(F)F. The catalyst is ClCCl. The product is [F:1][C:2]1[CH:3]=[CH:4][C:5]([S:8]([N:11]([CH:12]([CH3:13])[CH3:14])[CH2:15][C:16]([NH:36][CH2:35][CH:31]2[O:32][CH2:33][CH2:34][N:29]([C:26]3[CH:25]=[CH:24][C:23]([C:22]([F:38])([F:37])[F:21])=[CH:28][N:27]=3)[CH2:30]2)=[O:18])(=[O:9])=[O:10])=[CH:6][CH:7]=1. The yield is 0.790.